This data is from CYP3A4 inhibition data for predicting drug metabolism from PubChem BioAssay. The task is: Regression/Classification. Given a drug SMILES string, predict its absorption, distribution, metabolism, or excretion properties. Task type varies by dataset: regression for continuous measurements (e.g., permeability, clearance, half-life) or binary classification for categorical outcomes (e.g., BBB penetration, CYP inhibition). Dataset: cyp3a4_veith. The drug is CCNc1ncc2nc(-c3ccccc3)c(=O)n(C[C@H]3CCCO3)c2n1. The result is 1 (inhibitor).